This data is from Full USPTO retrosynthesis dataset with 1.9M reactions from patents (1976-2016). The task is: Predict the reactants needed to synthesize the given product. (1) Given the product [C:24]([C:22]1[N:21]([CH2:28][CH:29]2[CH2:34][CH2:33][CH2:32][CH2:31][CH2:30]2)[C:20]2[CH:35]=[CH:36][C:17]([N:15]([CH3:16])[S:12]([C:9]3[CH:10]=[CH:11][C:6]([NH:5][C:3](=[O:4])[CH2:2][N:39]([CH3:40])[CH3:38])=[CH:7][CH:8]=3)(=[O:14])=[O:13])=[CH:18][C:19]=2[N:23]=1)([CH3:27])([CH3:26])[CH3:25], predict the reactants needed to synthesize it. The reactants are: Br[CH2:2][C:3]([NH:5][C:6]1[CH:11]=[CH:10][C:9]([S:12]([N:15]([C:17]2[CH:36]=[CH:35][C:20]3[N:21]([CH2:28][CH:29]4[CH2:34][CH2:33][CH2:32][CH2:31][CH2:30]4)[C:22]([C:24]([CH3:27])([CH3:26])[CH3:25])=[N:23][C:19]=3[CH:18]=2)[CH3:16])(=[O:14])=[O:13])=[CH:8][CH:7]=1)=[O:4].Cl.[CH3:38][NH:39][CH3:40].CCN(C(C)C)C(C)C. (2) Given the product [OH:6][C@@H:7]1[CH2:11][N:10]([C:12]([O:14][C:15]([CH3:18])([CH3:17])[CH3:16])=[O:13])[C@@H:9]([CH2:19][O:20][C:21]2[CH:22]=[CH:23][C:24]([O:51][CH3:50])=[CH:25][CH:26]=2)[CH2:8]1, predict the reactants needed to synthesize it. The reactants are: CC([Si](C)(C)[O:6][C@@H:7]1[CH2:11][N:10]([C:12]([O:14][C:15]([CH3:18])([CH3:17])[CH3:16])=[O:13])[C@@H:9]([CH2:19][O:20][C:21]2[CH:26]=[CH:25][C:24](F)=[CH:23][CH:22]=2)[CH2:8]1)(C)C.CCCC[N+](CCCC)(CCCC)CCCC.[F-].C1C[O:51][CH2:50]C1. (3) Given the product [CH:1]1([NH:8][C:10]2[C:11]3[CH:19]=[C:18]([F:20])[N:17]=[CH:16][C:12]=3[N:13]=[CH:14][N:15]=2)[CH2:7][CH2:6][CH2:5][CH2:4][CH2:3][CH2:2]1, predict the reactants needed to synthesize it. The reactants are: [CH:1]1([NH2:8])[CH2:7][CH2:6][CH2:5][CH2:4][CH2:3][CH2:2]1.Cl[C:10]1[C:11]2[CH:19]=[C:18]([F:20])[N:17]=[CH:16][C:12]=2[N:13]=[CH:14][N:15]=1. (4) Given the product [CH3:24][N:12]1[C:13]2[C:14]([C:20]([F:21])([F:23])[F:22])=[CH:15][C:16]([O:19][CH2:28][C:29]3[CH:34]=[CH:33][CH:32]=[CH:31][N:30]=3)=[CH:17][C:18]=2[CH:10]2[CH2:9][NH:8][CH2:26][CH2:25][CH:11]12, predict the reactants needed to synthesize it. The reactants are: C(OC([N:8]1[CH2:26][CH2:25][CH:11]2[N:12]([CH3:24])[C:13]3[C:14]([C:20]([F:23])([F:22])[F:21])=[CH:15][C:16]([OH:19])=[CH:17][C:18]=3[CH:10]2[CH2:9]1)=O)(C)(C)C.Br[CH2:28][C:29]1[CH:34]=[CH:33][CH:32]=[CH:31][N:30]=1.C([O-])([O-])=O.[K+].[K+]. (5) Given the product [CH3:20][O:21][C:22]1[CH:23]=[C:24]2[C:28](=[CH:29][CH:30]=1)[CH2:27][N:26]([C:2]1[N:7]=[C:6]([NH:8][C:9]3[CH:10]=[C:11]4[C:15](=[CH:16][CH:17]=3)[NH:14][N:13]=[CH:12]4)[C:5]([CH3:18])=[C:4]([CH3:19])[N:3]=1)[CH2:25]2, predict the reactants needed to synthesize it. The reactants are: Cl[C:2]1[N:7]=[C:6]([NH:8][C:9]2[CH:10]=[C:11]3[C:15](=[CH:16][CH:17]=2)[NH:14][N:13]=[CH:12]3)[C:5]([CH3:18])=[C:4]([CH3:19])[N:3]=1.[CH3:20][O:21][C:22]1[CH:23]=[C:24]2[C:28](=[CH:29][CH:30]=1)[CH2:27][NH:26][CH2:25]2.C([O-])([O-])=O.[K+].[K+]. (6) Given the product [Br:1][C:2]1[CH:7]=[CH:6][C:5]([C:8]([F:11])([F:10])[F:9])=[CH:4][C:3]=1[C:18]1[N:14]([CH3:13])[N:15]=[CH:16][CH:17]=1, predict the reactants needed to synthesize it. The reactants are: [Br:1][C:2]1[CH:7]=[CH:6][C:5]([C:8]([F:11])([F:10])[F:9])=[CH:4][C:3]=1I.[CH3:13][N:14]1[C:18](B2OC(C)(C)C(C)(C)O2)=[CH:17][CH:16]=[N:15]1.P([O-])([O-])([O-])=O.[K+].[K+].[K+]. (7) Given the product [S:17]([C:20]1[CH:26]=[CH:25][C:23]([CH3:24])=[CH:22][CH:21]=1)([O:9][CH2:8][CH2:7][C:4]1[CH:5]=[CH:6][CH:1]=[CH:2][CH:3]=1)(=[O:19])=[O:18], predict the reactants needed to synthesize it. The reactants are: [CH:1]1[CH:2]=[CH:3][C:4]([CH2:7][CH2:8][OH:9])=[CH:5][CH:6]=1.C(N(CC)CC)C.[S:17](Cl)([C:20]1[CH:26]=[CH:25][C:23]([CH3:24])=[CH:22][CH:21]=1)(=[O:19])=[O:18]. (8) Given the product [CH3:1][O:2][CH2:3][CH2:4][O:5][C:6]1[CH:11]=[CH:10][C:9]([C:12]2[C:13]3[CH:20]=[C:19]([CH2:21][O:22][C:23]4[CH:28]=[CH:27][C:26]([C@@H:29]([C:36]#[C:37][CH3:38])[CH2:30][C:31]([OH:33])=[O:32])=[CH:25][CH:24]=4)[CH:18]=[CH:17][C:14]=3[S:15][CH:16]=2)=[C:8]([CH3:39])[CH:7]=1, predict the reactants needed to synthesize it. The reactants are: [CH3:1][O:2][CH2:3][CH2:4][O:5][C:6]1[CH:11]=[CH:10][C:9]([C:12]2[C:13]3[CH:20]=[C:19]([CH2:21][O:22][C:23]4[CH:28]=[CH:27][C:26]([C@@H:29]([C:36]#[C:37][CH3:38])[CH2:30][C:31]([O:33]CC)=[O:32])=[CH:25][CH:24]=4)[CH:18]=[CH:17][C:14]=3[S:15][CH:16]=2)=[C:8]([CH3:39])[CH:7]=1.[Li+].[OH-].Cl. (9) Given the product [CH3:21][C:22]1[CH:27]=[C:26]([CH2:28][CH:29]=[CH2:30])[CH:25]=[C:24]([CH3:31])[C:23]=1[O:32][C:13]1[N:12]=[C:11]([NH:7][C:6]2[CH:8]=[CH:9][C:3]([C:1]#[N:2])=[CH:4][CH:5]=2)[C:16]([N+:17]([O-:19])=[O:18])=[CH:15][CH:14]=1, predict the reactants needed to synthesize it. The reactants are: [C:1]([C:3]1[CH:9]=[CH:8][C:6]([NH2:7])=[CH:5][CH:4]=1)#[N:2].Cl[C:11]1[C:16]([N+:17]([O-:19])=[O:18])=[CH:15][CH:14]=[C:13](Cl)[N:12]=1.[CH3:21][C:22]1[CH:27]=[C:26]([CH2:28][CH:29]=[CH2:30])[CH:25]=[C:24]([CH3:31])[C:23]=1[OH:32]. (10) Given the product [Si:44]([O:43][C:40]1[CH:41]=[CH:42][C:37]([N:26]([C:27]2[CH:28]=[C:29]3[CH:35]=[CH:34][N:33]([CH3:36])[C:30]3=[N:31][CH:32]=2)[C:24]([C:17]2[CH:16]=[C:15]([C:12]3[CH:13]=[CH:14][C:9]([OH:8])=[CH:10][C:11]=3[C:51]([N:53]3[C@H:62]([CH2:63][N:64]4[CH2:65][CH2:66][O:67][CH2:68][CH2:69]4)[CH2:61][C:60]4[C:55](=[CH:56][CH:57]=[CH:58][CH:59]=4)[CH2:54]3)=[O:52])[N:23]3[C:18]=2[CH2:19][CH2:20][CH2:21][CH2:22]3)=[O:25])=[CH:38][CH:39]=1)([C:47]([CH3:50])([CH3:49])[CH3:48])([CH3:46])[CH3:45], predict the reactants needed to synthesize it. The reactants are: C([O:8][C:9]1[CH:14]=[CH:13][C:12]([C:15]2[N:23]3[C:18]([CH2:19][CH2:20][CH2:21][CH2:22]3)=[C:17]([C:24]([N:26]([C:37]3[CH:42]=[CH:41][C:40]([O:43][Si:44]([C:47]([CH3:50])([CH3:49])[CH3:48])([CH3:46])[CH3:45])=[CH:39][CH:38]=3)[C:27]3[CH:28]=[C:29]4[CH:35]=[CH:34][N:33]([CH3:36])[C:30]4=[N:31][CH:32]=3)=[O:25])[CH:16]=2)=[C:11]([C:51]([N:53]2[C@H:62]([CH2:63][N:64]3[CH2:69][CH2:68][O:67][CH2:66][CH2:65]3)[CH2:61][C:60]3[C:55](=[CH:56][CH:57]=[CH:58][CH:59]=3)[CH2:54]2)=[O:52])[CH:10]=1)C1C=CC=CC=1.